From a dataset of Choline transporter screen with 302,306 compounds. Binary Classification. Given a drug SMILES string, predict its activity (active/inactive) in a high-throughput screening assay against a specified biological target. (1) The molecule is s1c2n(nc(c2cc1C(=O)Nc1sc(c(n1)C)C(=O)Nc1ccccc1)C)c1ccccc1. The result is 0 (inactive). (2) The molecule is Clc1ncnc2c3c4c(CCCC4)c(nc3sc12)CC. The result is 0 (inactive). (3) The drug is S(c1n(c2c(n1)cccc2)CCC(O)=O)CCOc1ccc(cc1)C. The result is 0 (inactive). (4) The result is 0 (inactive). The compound is O=C1N(C(=O)CC1N1CCN(CC1)C(=O)c1occc1)c1ccc(OCC)cc1.